Dataset: Reaction yield outcomes from USPTO patents with 853,638 reactions. Task: Predict the reaction yield, written as a fraction of the theoretical maximum amount of product (1.0 means a 100% yield; for example, 0.34 means a 34% yield). (1) The reactants are O[CH2:2][C:3]1[CH:4]=[C:5]2[C:9](=[CH:10][CH:11]=1)[CH2:8][C@@H:7]([NH:12][S:13]([CH:16]([CH3:18])[CH3:17])(=[O:15])=[O:14])[CH2:6]2.S(Cl)(Cl)=O.[F:23][C:24]([F:34])([F:33])[C:25]1[C:29]([CH2:30][CH2:31][OH:32])=[CH:28][NH:27][N:26]=1.[H-].[Na+]. The catalyst is C(Cl)Cl.CN(C=O)C. The product is [OH:32][CH2:31][CH2:30][C:29]1[C:25]([C:24]([F:34])([F:33])[F:23])=[N:26][N:27]([CH2:2][C:3]2[CH:4]=[C:5]3[C:9](=[CH:10][CH:11]=2)[CH2:8][C@@H:7]([NH:12][S:13]([CH:16]([CH3:18])[CH3:17])(=[O:15])=[O:14])[CH2:6]3)[CH:28]=1. The yield is 0.189. (2) The reactants are [C:1]([O:5][C:6]([N:8]1[CH2:12][CH2:11][CH:10]([OH:13])[CH2:9]1)=[O:7])([CH3:4])([CH3:3])[CH3:2].C1(P(C2C=CC=CC=2)C2C=CC=CC=2)C=CC=CC=1.C([O:40][C:41](=[O:49])[C:42]1[CH:47]=[CH:46][C:45](O)=[CH:44][CH:43]=1)C1C=CC=CC=1.CCOC(/N=N/C(OCC)=O)=O. The catalyst is C1COCC1. The product is [C:1]([O:5][C:6]([N:8]1[CH2:12][CH2:11][CH:10]([O:13][C:45]2[CH:46]=[CH:47][C:42]([C:41]([OH:49])=[O:40])=[CH:43][CH:44]=2)[CH2:9]1)=[O:7])([CH3:4])([CH3:2])[CH3:3]. The yield is 0.690. (3) The reactants are [Cl:1][C:2]1[CH:27]=[CH:26][C:5]([C:6]([NH:8][C:9](=[N:20]C(OCC)=O)[N:10]2[CH:14]=[C:13]([C:15]([O:17][CH2:18][CH3:19])=[O:16])[CH:12]=[N:11]2)=[O:7])=[CH:4][C:3]=1[N:28]1[CH2:37][CH2:36][C:35]2[C:30](=[CH:31][CH:32]=[CH:33][CH:34]=2)[CH2:29]1.Cl[Si](C)(C)C. The catalyst is ClCCCl. The product is [Cl:1][C:2]1[CH:27]=[C:26]2[C:5]([C:6](=[O:7])[NH:8][C:9]([N:10]3[CH:14]=[C:13]([C:15]([O:17][CH2:18][CH3:19])=[O:16])[CH:12]=[N:11]3)=[N:20]2)=[CH:4][C:3]=1[N:28]1[CH2:37][CH2:36][C:35]2[C:30](=[CH:31][CH:32]=[CH:33][CH:34]=2)[CH2:29]1. The yield is 0.190. (4) The reactants are [Cl:1][C:2]1[CH:7]=[CH:6][C:5]([CH3:8])=[CH:4][N:3]=1.[OH:9]O. The catalyst is C(O)(=O)C.O. The product is [Cl:1][C:2]1[CH:7]=[CH:6][C:5]([CH3:8])=[CH:4][N+:3]=1[O-:9]. The yield is 0.820. (5) The catalyst is C(OCC)C. The yield is 0.772. The product is [C:16]([N:23]1[CH2:27][CH2:26][CH2:25][C@H:24]1[CH2:28][C:29]#[N:30])([O:18][C:19]([CH3:22])([CH3:21])[CH3:20])=[O:17]. The reactants are NCC[C@@H]1CCCN1C.[H-].[Al+3].[Li+].[H-].[H-].[H-].[C:16]([N:23]1[CH2:27][CH2:26][CH2:25][CH:24]1[CH2:28][C:29]#[N:30])([O:18][C:19]([CH3:22])([CH3:21])[CH3:20])=[O:17]. (6) The catalyst is CN(C)C=O. The yield is 0.930. The product is [CH:7]1[C:16]2[C:11](=[CH:12][CH:13]=[CH:14][CH:15]=2)[CH:10]=[CH:9][C:8]=1[O:17][CH2:18][C:19]1[CH:20]=[C:21]([C:22]2[NH:23][N:3]=[N:2][N:1]=2)[CH:24]=[CH:25][CH:26]=1. The reactants are [N-:1]=[N+:2]=[N-:3].[Na+].[Cl-].[NH4+].[CH:7]1[C:16]2[C:11](=[CH:12][CH:13]=[CH:14][CH:15]=2)[CH:10]=[CH:9][C:8]=1[O:17][CH2:18][C:19]1[CH:20]=[C:21]([CH:24]=[CH:25][CH:26]=1)[C:22]#[N:23].Cl. (7) The reactants are [Cl:1][CH2:2][C:3]#[N:4].S(=O)(=O)(O)O.O[C:11]12[CH2:20][CH:15]3[CH2:16][CH:17]([CH2:19][C:13]([NH:21][C:22]([C:24]4[CH:29]=[CH:28][CH:27]=[CH:26][N:25]=4)=[O:23])([CH2:14]3)[CH2:12]1)[CH2:18]2.[OH-:30].[Na+]. The catalyst is C(Cl)Cl. The product is [Cl:1][CH2:2][C:3]([NH:4][C:15]12[CH2:20][CH:11]3[CH2:18][CH:17]([CH2:19][C:13]([NH:21][C:22]([C:24]4[CH:29]=[CH:28][CH:27]=[CH:26][N:25]=4)=[O:23])([CH2:12]3)[CH2:14]1)[CH2:16]2)=[O:30]. The yield is 0.969. (8) The reactants are C(=O)([O-])[O-].[Cs+].[Cs+].Cl.Cl.[NH:9]1[CH2:12][CH:11]([C:13]2[NH:17][C:16]3[CH:18]=[CH:19][C:20]([Cl:22])=[CH:21][C:15]=3[N:14]=2)[CH2:10]1.Cl[C:24]1[CH:29]=[C:28]([CH:30]2[CH2:35][CH2:34][O:33][CH2:32][CH2:31]2)[N:27]=[CH:26][N:25]=1. The catalyst is CC(N(C)C)=O. The product is [Cl:22][C:20]1[CH:19]=[CH:18][C:16]2[NH:17][C:13]([CH:11]3[CH2:12][N:9]([C:24]4[CH:29]=[C:28]([CH:30]5[CH2:35][CH2:34][O:33][CH2:32][CH2:31]5)[N:27]=[CH:26][N:25]=4)[CH2:10]3)=[N:14][C:15]=2[CH:21]=1. The yield is 0.470. (9) The reactants are [CH3:1][O:2][C:3]1[CH:4]=[C:5]2[C:10](=[CH:11][C:12]=1[O:13][CH3:14])[N:9]=[CH:8][N:7]=[C:6]2[O:15][C:16]1[CH:17]=[C:18]([CH:20]=[CH:21][CH:22]=1)[NH2:19].[CH:23]([C:26]1[CH:30]=[C:29]([NH:31][C:32](=O)[O:33]C2C=CC=CC=2)[N:28]([C:41]2[CH:42]=[N:43][CH:44]=[CH:45][CH:46]=2)[N:27]=1)([CH3:25])[CH3:24]. The catalyst is C1COCC1.CN(C1C=CN=CC=1)C. The product is [CH3:1][O:2][C:3]1[CH:4]=[C:5]2[C:10](=[CH:11][C:12]=1[O:13][CH3:14])[N:9]=[CH:8][N:7]=[C:6]2[O:15][C:16]1[CH:17]=[C:18]([NH:19][C:32]([NH:31][C:29]2[N:28]([C:41]3[CH:42]=[N:43][CH:44]=[CH:45][CH:46]=3)[N:27]=[C:26]([CH:23]([CH3:25])[CH3:24])[CH:30]=2)=[O:33])[CH:20]=[CH:21][CH:22]=1. The yield is 0.580.